From a dataset of Peptide-MHC class I binding affinity with 185,985 pairs from IEDB/IMGT. Regression. Given a peptide amino acid sequence and an MHC pseudo amino acid sequence, predict their binding affinity value. This is MHC class I binding data. (1) The peptide sequence is LVLMAVLYV. The MHC is HLA-A02:01 with pseudo-sequence HLA-A02:01. The binding affinity (normalized) is 0.344. (2) The peptide sequence is QMKRRILSF. The MHC is BoLA-AW10 with pseudo-sequence BoLA-AW10. The binding affinity (normalized) is 0.0641. (3) The peptide sequence is EIPDVLNSL. The MHC is HLA-A30:01 with pseudo-sequence HLA-A30:01. The binding affinity (normalized) is 0.0847.